Dataset: Full USPTO retrosynthesis dataset with 1.9M reactions from patents (1976-2016). Task: Predict the reactants needed to synthesize the given product. (1) Given the product [C:1]([N:4]1[C:13]2[C:8](=[CH:9][C:10]([C:38]3[CH:39]=[N:40][N:41]([CH2:43][CH2:44][N:45]([CH3:53])[CH2:46][C:47]4[CH:52]=[CH:51][CH:50]=[CH:49][CH:48]=4)[CH:42]=3)=[CH:11][CH:12]=2)[C@H:7]([NH:23][C:24](=[O:29])[O:25][CH:26]([CH3:27])[CH3:28])[CH2:6][C@@H:5]1[CH3:30])(=[O:3])[CH3:2], predict the reactants needed to synthesize it. The reactants are: [C:1]([N:4]1[C:13]2[C:8](=[CH:9][C:10](B3OC(C)(C)C(C)(C)O3)=[CH:11][CH:12]=2)[C@H:7]([NH:23][C:24](=[O:29])[O:25][CH:26]([CH3:28])[CH3:27])[CH2:6][C@@H:5]1[CH3:30])(=[O:3])[CH3:2].C(=O)([O-])[O-].[K+].[K+].Br[C:38]1[CH:39]=[N:40][N:41]([CH2:43][CH2:44][N:45]([CH3:53])[CH2:46][C:47]2[CH:52]=[CH:51][CH:50]=[CH:49][CH:48]=2)[CH:42]=1. (2) Given the product [Si:21]([O:20][C@H:17]1[CH2:18][CH2:19][C@@:14]([C@H:13]2[CH2:12][CH2:11][C@@:10]3([CH3:48])[C@@H:6]([CH2:7][CH2:8][C:9]3=[CH2:49])[C@@H:5]2[OH:4])([CH3:47])[C@@H:15]([CH2:38][CH2:39][O:40][C:41]2[CH:46]=[N:45][CH:44]=[CH:43][N:42]=2)[CH2:16]1)([C:34]([CH3:37])([CH3:36])[CH3:35])([C:28]1[CH:33]=[CH:32][CH:31]=[CH:30][CH:29]=1)[C:22]1[CH:27]=[CH:26][CH:25]=[CH:24][CH:23]=1, predict the reactants needed to synthesize it. The reactants are: C([O:4][C@@H:5]1[C@@H:13]([C@@:14]2([CH3:47])[CH2:19][CH2:18][C@H:17]([O:20][Si:21]([C:34]([CH3:37])([CH3:36])[CH3:35])([C:28]3[CH:33]=[CH:32][CH:31]=[CH:30][CH:29]=3)[C:22]3[CH:27]=[CH:26][CH:25]=[CH:24][CH:23]=3)[CH2:16][C@@H:15]2[CH2:38][CH2:39][O:40][C:41]2[CH:46]=[N:45][CH:44]=[CH:43][N:42]=2)[CH2:12][CH2:11][C@@:10]2([CH3:48])[C@H:6]1[CH2:7][CH2:8][C:9]2=[CH2:49])(=O)C.[H-].[H-].[H-].[H-].[Li+].[Al+3]. (3) Given the product [N:6]1[CH:7]=[CH:8][CH:9]=[C:4]([C:3]2[CH:12]=[C:11]([C:13]3[CH:14]=[N:15][CH:16]=[CH:17][CH:18]=3)[O:1][N:2]=2)[CH:5]=1, predict the reactants needed to synthesize it. The reactants are: [OH:1][N:2]=[C:3](Cl)[C:4]1[CH:9]=[CH:8][CH:7]=[N:6][CH:5]=1.[C:11]([C:13]1[CH:14]=[N:15][CH:16]=[CH:17][CH:18]=1)#[CH:12].N. (4) The reactants are: [F:1][C:2]1[CH:3]=[C:4](O)[CH:5]=[C:6]([F:8])[CH:7]=1.[C:10](=[O:13])([O-])[O-].[K+].[K+].Br[CH2:17][CH2:18][CH2:19][CH2:20][CH2:21]CCC.O.[CH3:26][CH2:27]C(C)=O. Given the product [F:8][CH:6]([CH2:7][CH:2]([F:1])[CH2:3][CH2:26][CH3:27])[CH2:5][CH2:4][O:13][C:10]1[CH:21]=[CH:20][CH:19]=[CH:18][CH:17]=1, predict the reactants needed to synthesize it.